From a dataset of Catalyst prediction with 721,799 reactions and 888 catalyst types from USPTO. Predict which catalyst facilitates the given reaction. (1) Reactant: [Cl:1][C:2]1[O:11][C:5]2=[C:6]([NH2:10])[N:7]=[CH:8][CH:9]=[C:4]2[CH:3]=1.[I:12]N1C(=O)CCC1=O. Product: [Cl:1][C:2]1[O:11][C:5]2=[C:6]([NH2:10])[N:7]=[CH:8][C:9]([I:12])=[C:4]2[CH:3]=1. The catalyst class is: 23. (2) Reactant: [CH3:1][C:2]1([N:8]2[CH2:13][CH2:12][CH:11]([N:14]3[C@H:18]4[CH2:19][CH2:20][CH2:21][CH2:22][C@@H:17]4[NH:16][C:15]3=[O:23])[CH2:10][CH2:9]2)[CH2:7][CH2:6][NH:5][CH2:4][CH2:3]1.C(=O)([O-])[O-].[K+].[K+].Cl[C:31]([O:33][CH2:34][C:35]#[C:36][CH3:37])=[O:32]. Product: [O:23]=[C:15]1[N:14]([CH:11]2[CH2:12][CH2:13][N:8]([C:2]3([CH3:1])[CH2:7][CH2:6][N:5]([C:31]([O:33][CH2:34][C:35]#[C:36][CH3:37])=[O:32])[CH2:4][CH2:3]3)[CH2:9][CH2:10]2)[C@H:18]2[CH2:19][CH2:20][CH2:21][CH2:22][C@@H:17]2[NH:16]1. The catalyst class is: 229. (3) Reactant: [CH2:1](Br)[C:2]#[CH:3].[N:5]1([C:11]([O:13][C:14]([CH3:17])([CH3:16])[CH3:15])=[O:12])[CH2:10][CH2:9][NH:8][CH2:7][CH2:6]1.C(N(C(C)C)CC)(C)C. Product: [CH2:1]([N:8]1[CH2:7][CH2:6][N:5]([C:11]([O:13][C:14]([CH3:17])([CH3:16])[CH3:15])=[O:12])[CH2:10][CH2:9]1)[C:2]#[CH:3]. The catalyst class is: 22. (4) Reactant: [Br:1][C:2]1[CH:10]=[CH:9][C:5]([C:6]([OH:8])=O)=[C:4]([CH3:11])[CH:3]=1.C(Cl)(C(Cl)=O)=O.[F:18][C:19]([F:28])([F:27])[C:20]1[CH:25]=[CH:24][N:23]=[C:22]([NH2:26])[CH:21]=1. Product: [Br:1][C:2]1[CH:10]=[CH:9][C:5]([C:6]([NH:26][C:22]2[CH:21]=[C:20]([C:19]([F:27])([F:18])[F:28])[CH:25]=[CH:24][N:23]=2)=[O:8])=[C:4]([CH3:11])[CH:3]=1. The catalyst class is: 4. (5) Reactant: [CH:1]1([CH:4]([OH:24])[CH:5]([N:9]([CH2:17][C:18]2[CH:23]=[CH:22][CH:21]=[CH:20][CH:19]=2)[CH2:10][C:11]2[CH:16]=[CH:15][CH:14]=[CH:13][CH:12]=2)[C:6]([OH:8])=[O:7])[CH2:3][CH2:2]1.[H-].[Na+].F[C:28]1[CH:33]=[CH:32][C:31]([F:34])=[CH:30][C:29]=1[N+:35]([O-:37])=[O:36].Cl. Product: [CH:1]1([CH:4]([O:24][C:28]2[CH:33]=[CH:32][C:31]([F:34])=[CH:30][C:29]=2[N+:35]([O-:37])=[O:36])[CH:5]([N:9]([CH2:10][C:11]2[CH:16]=[CH:15][CH:14]=[CH:13][CH:12]=2)[CH2:17][C:18]2[CH:23]=[CH:22][CH:21]=[CH:20][CH:19]=2)[C:6]([OH:8])=[O:7])[CH2:3][CH2:2]1. The catalyst class is: 9. (6) Reactant: [Br:1][C:2]1[CH:10]=[CH:9][C:8]([C:11]([F:14])([F:13])[F:12])=[CH:7][C:3]=1[C:4](O)=[O:5].B.O1CCCC1. Product: [Br:1][C:2]1[CH:10]=[CH:9][C:8]([C:11]([F:13])([F:14])[F:12])=[CH:7][C:3]=1[CH2:4][OH:5]. The catalyst class is: 1. (7) Reactant: [O:1]=[C:2]([N:5]1[C@H:9]([CH2:10][C:11]2[CH:16]=[CH:15][CH:14]=[CH:13][CH:12]=2)[CH2:8][O:7][C:6]1=[O:17])[CH2:3][CH3:4].CCN(C(C)C)C(C)C.[CH:27]([C@H:29]1[CH2:33][O:32][C:31]([CH3:35])([CH3:34])[N:30]1[C:36]([O:38][C:39]([CH3:42])([CH3:41])[CH3:40])=[O:37])=[O:28]. Product: [CH2:10]([C@@H:9]1[CH2:8][O:7][C:6](=[O:17])[N:5]1[C:2](=[O:1])[C@H:3]([CH3:4])[C@H:27]([C@H:29]1[CH2:33][O:32][C:31]([CH3:35])([CH3:34])[N:30]1[C:36]([O:38][C:39]([CH3:42])([CH3:41])[CH3:40])=[O:37])[OH:28])[C:11]1[CH:12]=[CH:13][CH:14]=[CH:15][CH:16]=1. The catalyst class is: 642. (8) The catalyst class is: 717. Reactant: [Cl:1][C:2]1[CH:7]=[C:6]([Cl:8])[CH:5]=[CH:4][C:3]=1[C@H:9]1[C:14]([C:15]([O:17][C@H:18]([CH3:24])[C:19]([O:21][CH2:22][CH3:23])=[O:20])=[O:16])=[C:13]([CH3:25])[NH:12][C:11]([C:26]2[S:27][CH:28]=[CH:29][N:30]=2)=[N:10]1.C1C(=O)N([Br:38])C(=O)C1. Product: [Cl:1][C:2]1[CH:7]=[C:6]([Cl:8])[CH:5]=[CH:4][C:3]=1[C@H:9]1[C:14]([C:15]([O:17][C@H:18]([CH3:24])[C:19]([O:21][CH2:22][CH3:23])=[O:20])=[O:16])=[C:13]([CH2:25][Br:38])[NH:12][C:11]([C:26]2[S:27][CH:28]=[CH:29][N:30]=2)=[N:10]1.